The task is: Predict which catalyst facilitates the given reaction.. This data is from Catalyst prediction with 721,799 reactions and 888 catalyst types from USPTO. (1) Reactant: [CH3:1][O:2][C:3](=[O:24])[CH2:4][O:5][C:6]1[CH:11]=[C:10]([CH:12]2[CH2:14][CH2:13]2)[C:9]([O:15][Si](C(C)(C)C)(C)C)=[CH:8][C:7]=1[CH3:23].CCCC[N+](CCCC)(CCCC)CCCC.[F-].Cl. Product: [CH3:1][O:2][C:3](=[O:24])[CH2:4][O:5][C:6]1[CH:11]=[C:10]([CH:12]2[CH2:13][CH2:14]2)[C:9]([OH:15])=[CH:8][C:7]=1[CH3:23]. The catalyst class is: 1. (2) Reactant: [CH3:1][O:2][C:3]1[CH:4]=[C:5]2[C:10](=[CH:11][C:12]=1[O:13][CH3:14])[N:9]=[CH:8][CH:7]=[C:6]2[O:15][C:16]1[C:22]([CH3:23])=[CH:21][C:19]([NH2:20])=[C:18]([CH3:24])[CH:17]=1.C(N(CC)CC)C.ClC(Cl)(O[C:36](=[O:42])OC(Cl)(Cl)Cl)Cl.[CH3:44][C:45]1[N:46]=[C:47]([CH:50]([NH2:52])[CH3:51])[S:48][CH:49]=1. Product: [CH3:1][O:2][C:3]1[CH:4]=[C:5]2[C:10](=[CH:11][C:12]=1[O:13][CH3:14])[N:9]=[CH:8][CH:7]=[C:6]2[O:15][C:16]1[C:22]([CH3:23])=[CH:21][C:19]([NH:20][C:36]([NH:52][CH:50]([C:47]2[S:48][CH:49]=[C:45]([CH3:44])[N:46]=2)[CH3:51])=[O:42])=[C:18]([CH3:24])[CH:17]=1. The catalyst class is: 22. (3) Reactant: [CH3:1][C:2]([C:13]1[NH:17][C:16]2[CH:18]=[CH:19][CH:20]=[CH:21][C:15]=2[N:14]=1)([C:4]1[NH:8][C:7]2[CH:9]=[CH:10][CH:11]=[CH:12][C:6]=2[N:5]=1)[CH3:3].[H-].[Na+].I[CH2:25][CH2:26][CH2:27][CH2:28][CH3:29]. Product: [CH3:3][C:2]([C:4]1[N:5]([CH2:9][CH2:7][CH2:6][CH2:12][CH3:11])[C:6]2[CH:12]=[CH:11][CH:10]=[CH:9][C:7]=2[N:8]=1)([C:13]1[N:14]([CH2:25][CH2:26][CH2:27][CH2:28][CH3:29])[C:15]2[CH:21]=[CH:20][CH:19]=[CH:18][C:16]=2[N:17]=1)[CH3:1]. The catalyst class is: 9. (4) Reactant: [C:1]([C:5]1[CH:6]=[C:7]([NH2:17])[N:8]([C:10]2[CH:15]=[CH:14][C:13]([F:16])=[CH:12][CH:11]=2)[N:9]=1)([CH3:4])([CH3:3])[CH3:2].[Cl:18][C:19]1[N:24]=[CH:23][N:22]=[C:21]([O:25][C:26]2[CH:27]=[C:28]3[C:33](=[CH:34][CH:35]=2)[C:32]([C:36](Cl)=[O:37])=[CH:31][CH:30]=[CH:29]3)[CH:20]=1.N1C=CC=CC=1. Product: [C:1]([C:5]1[CH:6]=[C:7]([NH:17][C:36]([C:32]2[C:33]3[C:28](=[CH:27][C:26]([O:25][C:21]4[CH:20]=[C:19]([Cl:18])[N:24]=[CH:23][N:22]=4)=[CH:35][CH:34]=3)[CH:29]=[CH:30][CH:31]=2)=[O:37])[N:8]([C:10]2[CH:11]=[CH:12][C:13]([F:16])=[CH:14][CH:15]=2)[N:9]=1)([CH3:4])([CH3:2])[CH3:3]. The catalyst class is: 2. (5) Reactant: [F:1][C:2]1[CH:3]=[C:4]([C:8]2[N:9]=[C:10]([CH:13]3[CH2:18][CH2:17][N:16]([C:19]([NH:21][C:22]4[CH:23]=[N:24][CH:25]=[CH:26][CH:27]=4)=[O:20])[CH2:15][CH2:14]3)[S:11][CH:12]=2)[CH:5]=[CH:6][CH:7]=1.[ClH:28]. Product: [ClH:28].[ClH:28].[F:1][C:2]1[CH:3]=[C:4]([C:8]2[N:9]=[C:10]([CH:13]3[CH2:18][CH2:17][N:16]([C:19]([NH:21][C:22]4[CH:23]=[N:24][CH:25]=[CH:26][CH:27]=4)=[O:20])[CH2:15][CH2:14]3)[S:11][CH:12]=2)[CH:5]=[CH:6][CH:7]=1. The catalyst class is: 54. (6) Reactant: [OH:1][N:2]=[C:3](Cl)[C:4]1[CH:9]=[CH:8][CH:7]=[CH:6][C:5]=1[O:10][C:11]([F:14])([F:13])[F:12].[CH3:16][O:17][C:18](=[O:22])[CH2:19][C:20]#[N:21].C[O-].[Na+]. Product: [NH2:21][C:20]1[O:1][N:2]=[C:3]([C:4]2[CH:9]=[CH:8][CH:7]=[CH:6][C:5]=2[O:10][C:11]([F:14])([F:13])[F:12])[C:19]=1[C:18]([O:17][CH3:16])=[O:22]. The catalyst class is: 5.